This data is from Forward reaction prediction with 1.9M reactions from USPTO patents (1976-2016). The task is: Predict the product of the given reaction. Given the reactants Br[C:2]1[N:7]=[C:6]([C:8]2[CH:9]=[C:10]([OH:14])[CH:11]=[CH:12][CH:13]=2)[N:5]=[C:4]2[N:15]([C:18]3[CH:23]=[CH:22][CH:21]=[CH:20][CH:19]=3)[N:16]=[CH:17][C:3]=12.[CH3:24][C@H:25]1[CH2:30][O:29][CH2:28][CH2:27][NH:26]1, predict the reaction product. The product is: [CH3:24][C@@H:25]1[N:26]([C:2]2[N:7]=[C:6]([C:8]3[CH:9]=[C:10]([OH:14])[CH:11]=[CH:12][CH:13]=3)[N:5]=[C:4]3[N:15]([C:18]4[CH:23]=[CH:22][CH:21]=[CH:20][CH:19]=4)[N:16]=[CH:17][C:3]=23)[CH2:27][CH2:28][O:29][CH2:30]1.